This data is from Full USPTO retrosynthesis dataset with 1.9M reactions from patents (1976-2016). The task is: Predict the reactants needed to synthesize the given product. The reactants are: [Cl:1][C:2]1[C:7]([NH:8][CH:9]=[C:10]2[C:15](=[O:16])OC(C)(C)OC2=O)=[CH:6][CH:5]=[CH:4][N:3]=1.C1C=CC(C2C=CC=CC=2)=CC=1.C1C=CC(OC2C=CC=CC=2)=CC=1. Given the product [Cl:1][C:2]1[N:3]=[CH:4][CH:5]=[C:6]2[C:7]=1[NH:8][CH:9]=[CH:10][C:15]2=[O:16], predict the reactants needed to synthesize it.